Dataset: Catalyst prediction with 721,799 reactions and 888 catalyst types from USPTO. Task: Predict which catalyst facilitates the given reaction. (1) Reactant: C(N(C(C)C)C(C)C)C.[Cl:10][C:11]1[CH:31]=[CH:30][CH:29]=[CH:28][C:12]=1[C:13]([NH:15][C@H:16]1[C:24]2[C:19](=[CH:20][CH:21]=[C:22]([C:25](O)=[O:26])[CH:23]=2)[CH2:18][CH2:17]1)=[O:14].O.ON1C2C=CC=CC=2N=N1.[CH2:43]1[C:48]2([CH2:53][CH2:52][N:51]([C:54]([O:56][C:57]([CH3:60])([CH3:59])[CH3:58])=[O:55])[CH2:50][CH2:49]2)[CH2:47][CH2:46][CH2:45][NH:44]1. Product: [Cl:10][C:11]1[CH:31]=[CH:30][CH:29]=[CH:28][C:12]=1[C:13]([NH:15][C@H:16]1[C:24]2[C:19](=[CH:20][CH:21]=[C:22]([C:25]([N:44]3[CH2:45][CH2:46][CH2:47][C:48]4([CH2:49][CH2:50][N:51]([C:54]([O:56][C:57]([CH3:60])([CH3:59])[CH3:58])=[O:55])[CH2:52][CH2:53]4)[CH2:43]3)=[O:26])[CH:23]=2)[CH2:18][CH2:17]1)=[O:14]. The catalyst class is: 2. (2) Product: [CH3:2][O:3][C:4]1[CH:5]=[C:6]([S:12]([N:15]2[CH2:20][C@H:19]([CH3:21])[N:18]([S:42]([C:36]3[CH:37]=[CH:38][C:39]([O:40][CH3:41])=[C:34]([CH2:32][CH3:33])[CH:35]=3)(=[O:44])=[O:43])[CH2:17][C@@H:16]2[CH3:22])(=[O:13])=[O:14])[CH:7]=[CH:8][C:9]=1[O:10][CH3:11]. Reactant: Cl.[CH3:2][O:3][C:4]1[CH:5]=[C:6]([S:12]([N:15]2[CH2:20][C@H:19]([CH3:21])[NH:18][CH2:17][C@@H:16]2[CH3:22])(=[O:14])=[O:13])[CH:7]=[CH:8][C:9]=1[O:10][CH3:11].CCN(C(C)C)C(C)C.[CH2:32]([C:34]1[CH:35]=[C:36]([S:42](Cl)(=[O:44])=[O:43])[CH:37]=[CH:38][C:39]=1[O:40][CH3:41])[CH3:33]. The catalyst class is: 2. (3) Reactant: FC(F)(F)C(O)=O.C([O-])(=O)C.[NH4+:12].[F:13][C:14]1[C:19]([N:20]([CH2:23][C:24](=O)[CH3:25])[CH:21]=O)=[CH:18][CH:17]=[C:16]([F:27])[N:15]=1.C(=O)(O)[O-].[Na+]. Product: [F:13][C:14]1[C:19]([N:20]2[CH:23]=[C:24]([CH3:25])[N:12]=[CH:21]2)=[CH:18][CH:17]=[C:16]([F:27])[N:15]=1. The catalyst class is: 133. (4) Reactant: C(N(CC)CC)C.ClC(OCC(C)C)=O.[C:16]([O:20][C:21]([NH:23][C:24]1([C:29](O)=[O:30])[CH2:28][CH2:27][CH2:26][CH2:25]1)=[O:22])([CH3:19])([CH3:18])[CH3:17].[BH4-].[Na+]. Product: [C:16]([O:20][C:21](=[O:22])[NH:23][C:24]1([CH2:29][OH:30])[CH2:28][CH2:27][CH2:26][CH2:25]1)([CH3:19])([CH3:17])[CH3:18]. The catalyst class is: 253. (5) Reactant: [Br:1][C:2]1[CH:3]=[C:4]2[C:8](=[CH:9][CH:10]=1)[N:7]([CH:11]1[CH2:16][CH2:15][CH2:14][CH2:13][O:12]1)[N:6]=[C:5]2[C:17]1[NH:21][C:20]([C:22]2[CH:27]=[CH:26][N:25]=[CH:24][CH:23]=2)=[N:19][CH:18]=1.[H-].[Na+].[CH3:30][Si:31]([CH3:38])([CH3:37])[CH2:32][CH2:33][O:34][CH2:35]Cl. Product: [Br:1][C:2]1[CH:3]=[C:4]2[C:8](=[CH:9][CH:10]=1)[N:7]([CH:11]1[CH2:16][CH2:15][CH2:14][CH2:13][O:12]1)[N:6]=[C:5]2[C:17]1[N:21]([CH2:35][O:34][CH2:33][CH2:32][Si:31]([CH3:38])([CH3:37])[CH3:30])[C:20]([C:22]2[CH:23]=[CH:24][N:25]=[CH:26][CH:27]=2)=[N:19][CH:18]=1. The catalyst class is: 49.